Dataset: Experimentally validated miRNA-target interactions with 360,000+ pairs, plus equal number of negative samples. Task: Binary Classification. Given a miRNA mature sequence and a target amino acid sequence, predict their likelihood of interaction. (1) The miRNA is hsa-miR-6510-5p with sequence CAGCAGGGGAGAGAGAGGAGUC. The protein sequence of the target gene is MAFLPSWVCVLVGSFSASLAGTSNLSETEPPLWKESPGQLSDYRVENSMYIINPWVYLERMGMYKIILNQTARYFAKFAPDNEQNILWGLPLQYGWQYRTGRLADPTRRTNCGYESGDHMCISVDSWWADLNYFLSSLPFLAAVDSGVMGISSDQVRLLPPPKNERKFCYDVSSCRSSFPETMNKWNTFYQYLQSPFSKFDDLLKYLWAAHTSTLADNIKSFEDRYDYYSKAEAHFERSWVLAVDHLAAVLFPTTLIRSYKFQKGMPPRILLNTDVAPFISDFTAFQNVVLVLLNMLDNV.... Result: 0 (no interaction). (2) The miRNA is hsa-miR-378d with sequence ACUGGACUUGGAGUCAGAAA. The protein sequence of the target gene is MPAAMLPYACVLVLLGAHTAPAAGEAGGSCLRWEPHCQQPLPDRVPSTAILPPRLNGPWISTGCEVRPGPEFLTRAYTFYPSRLFRAHQFYYEDPFCGEPAHSLLVKGKVRLRRASWVTRGATEADYHLHKVGIVFHSRRALVDVTGRLNQTRAGRDCARRLPPARAWLPGALYELRSARAQGDCLEALGLTMHELSLVRVQRRLQPQPRASPRLVEELYLGDIHTDPAERRHYRPTGYQRPLQSALHHVQPCPACGLIARSDVHHPPVLPPPLALPLHLGGWWVSSGCEVRPAVLFLTR.... Result: 0 (no interaction). (3) The miRNA is hsa-miR-1244 with sequence AAGUAGUUGGUUUGUAUGAGAUGGUU. The protein sequence of the target gene is MANIHQENEEMEQPMQNGEEDRPLGGGEGHQPAGNRRGQARRLAPNFRWAIPNRQINDGMGGDGDDMEIFMEEMREIRRKLRELQLRNCLRILMGELSNHHDHHDEFCLMP. Result: 0 (no interaction). (4) The miRNA is mmu-miR-875-3p with sequence CCUGAAAAUACUGAGGCUAUG. The protein sequence of the target gene is MAVEGGMKCVKFLLYVLLLAFCACAVGLIAIGVAVQVVLKQAITHETTAGSLLPVVIIAVGAFLFLVAFVGCCGACKENYCLMITFAIFLSLIMLVEVAVAIAGYVFRDQVKSEFNKSFQQQMQNYLKDNKTATILDKLQKENNCCGASNYTDWENIPGMAKDRVPDSCCINITVGCGNDFKESTIHTQGCVETIAIWLRKNILLVAAAALGIAFVEVLGIIFSCCLVKSIRSGYEVM. Result: 1 (interaction). (5) The miRNA is hsa-miR-561-3p with sequence CAAAGUUUAAGAUCCUUGAAGU. The protein sequence of the target gene is MANSMNGRNPGGRGGNPRKGRILGIIDAIQDAVGPPKQAAADRRTVEKTWKLMDKVVRLCQNPKLQLKNSPPYILDILPDTYQHLRLILSKYDDNQKLAQLSENEYFKIYIDSLMKKSKRAIRLFKEGKERMYEEQSQDRRNLTKLSLIFSHMLAEIKAIFPNGQFQGDNFRITKADAAEFWRKFFGDKTIVPWKVFRQCLHEVHQISSGLEAMALKSTIDLTCNDYISVFEFDIFTRLFQPWGSILRNWNFLAVTHPGYMAFLTYDEVKARLQKYSTKPGSYIFRLSCTRLGQWAIGYV.... Result: 0 (no interaction). (6) The miRNA is hsa-miR-6796-3p with sequence GAAGCUCUCCCCUCCCCGCAG. The protein sequence of the target gene is MAFTFAAFCYMLALLLTAALIFFAIWHIIAFDELKTDYKNPIDQCNTLNPLVLPEYLIHAFFCVMFLCAAEWLTLGLNMPLLAYHIWRYMSRPVMSGPGLYDPTTIMNADILAYCQKEGWCKLAFYLLAFFYYLYGMIYVLVSS. Result: 0 (no interaction).